Dataset: Forward reaction prediction with 1.9M reactions from USPTO patents (1976-2016). Task: Predict the product of the given reaction. (1) Given the reactants [C:1]([O:5][C:6]([N:8]1[CH2:13][CH2:12][N:11]([C:14]2[C:19]([CH3:20])=[CH:18][C:17](Br)=[CH:16][N:15]=2)[CH2:10][CH2:9]1)=[O:7])([CH3:4])([CH3:3])[CH3:2].[CH:53]1(P([CH:49]2[CH2:54][CH2:53][CH2:52][CH2:51]C2)C2C=CC=CC=2C2C(OC(C)C)=CC=CC=2OC(C)C)[CH2:54][CH2:49]C[CH2:51][CH2:52]1.P([O-])([O-])([O-])=O.[K+].[K+].[K+].C1(B(O)O)CCCC1, predict the reaction product. The product is: [C:1]([O:5][C:6]([N:8]1[CH2:13][CH2:12][N:11]([C:14]2[C:19]([CH3:20])=[CH:18][C:17]([CH:51]3[CH2:52][CH2:53][CH2:54][CH2:49]3)=[CH:16][N:15]=2)[CH2:10][CH2:9]1)=[O:7])([CH3:4])([CH3:3])[CH3:2]. (2) Given the reactants O1CCCC1CCO.C([O:16][C:17]1[CH:21]=[C:20](/[CH:22]=[CH:23]/[C:24]([O:26][CH2:27][CH3:28])=[O:25])[N:19]([CH2:29][CH:30]([CH3:32])[CH3:31])[N:18]=1)C1C=CC=CC=1, predict the reaction product. The product is: [OH:16][C:17]1[CH:21]=[C:20]([CH2:22][CH2:23][C:24]([O:26][CH2:27][CH3:28])=[O:25])[N:19]([CH2:29][CH:30]([CH3:31])[CH3:32])[N:18]=1. (3) Given the reactants [C:1]([O:9][CH2:10][CH3:11])(=[O:8])[CH2:2][C:3]([O:5][CH2:6][CH3:7])=[O:4].[H-].[Na+].Br[C:15]1[CH:20]=[CH:19][C:18]([CH3:21])=[CH:17][C:16]=1[F:22].Cl, predict the reaction product. The product is: [CH2:10]([O:9][C:1](=[O:8])[CH:2]([C:15]1[CH:20]=[CH:19][C:18]([CH3:21])=[CH:17][C:16]=1[F:22])[C:3]([O:5][CH2:6][CH3:7])=[O:4])[CH3:11]. (4) The product is: [F:1][C:2]1[CH:24]=[CH:23][C:22]([C:25]2[C:26]([CH3:40])=[N:27][C:28]([N:31]3[CH2:34][CH:33]([CH2:35][S:36]([CH3:39])(=[O:38])=[O:37])[CH2:32]3)=[CH:29][CH:30]=2)=[CH:21][C:3]=1[CH2:4][O:5][C:6]1[N:11]=[CH:10][C:9]2[C@@H:12]3[C@@H:15]([C:16]([OH:18])=[O:17])[C@@H:13]3[CH2:14][C:8]=2[CH:7]=1. Given the reactants [F:1][C:2]1[CH:24]=[CH:23][C:22]([C:25]2[C:26]([CH3:40])=[N:27][C:28]([N:31]3[CH2:34][CH:33]([CH2:35][S:36]([CH3:39])(=[O:38])=[O:37])[CH2:32]3)=[CH:29][CH:30]=2)=[CH:21][C:3]=1[CH2:4][O:5][C:6]1[N:11]=[CH:10][C:9]2[C@@H:12]3[C@@H:15]([C:16]([O:18]CC)=[O:17])[C@@H:13]3[CH2:14][C:8]=2[CH:7]=1.O.[Li+].[OH-].Cl, predict the reaction product. (5) Given the reactants Br[C:2]1[CH:9]=[C:8]([O:10][CH:11]2[CH2:16][CH2:15][CH2:14][CH2:13][O:12]2)[CH:7]=[C:6]([O:17][CH3:18])[C:3]=1[CH:4]=[O:5].CC([O-])=O.[K+].[B:24]1([B:24]2[O:28][C:27]([CH3:30])([CH3:29])[C:26]([CH3:32])([CH3:31])[O:25]2)[O:28][C:27]([CH3:30])([CH3:29])[C:26]([CH3:32])([CH3:31])[O:25]1, predict the reaction product. The product is: [CH3:18][O:17][C:6]1[CH:7]=[C:8]([O:10][CH:11]2[CH2:16][CH2:15][CH2:14][CH2:13][O:12]2)[CH:9]=[C:2]([B:24]2[O:28][C:27]([CH3:30])([CH3:29])[C:26]([CH3:32])([CH3:31])[O:25]2)[C:3]=1[CH:4]=[O:5]. (6) Given the reactants [Si:1]([CH3:5])([CH3:4])(Cl)Cl.[C:6]([Li])#[C:7][CH3:8].CCOCC.[NH4+].[Cl-].[CH2:17]1[CH2:21]OC[CH2:18]1, predict the reaction product. The product is: [CH3:4][Si:1]([CH3:5])([C:18]#[C:17][CH3:21])[C:6]#[C:7][CH3:8]. (7) Given the reactants C[O:2][C:3](=[O:35])[CH2:4][CH2:5][C:6]1[CH:11]=[CH:10][C:9]([O:12][CH2:13][CH2:14][CH:15]([O:17][C:18]2[CH:23]=[CH:22][C:21]([CH2:24][CH3:25])=[CH:20][C:19]=2[C:26](=[O:33])[C:27]2[CH:32]=[CH:31][CH:30]=[CH:29][CH:28]=2)[CH3:16])=[CH:8][C:7]=1[CH3:34], predict the reaction product. The product is: [C:26]([C:19]1[CH:20]=[C:21]([CH2:24][CH3:25])[CH:22]=[CH:23][C:18]=1[O:17][CH:15]([CH3:16])[CH2:14][CH2:13][O:12][C:9]1[CH:10]=[CH:11][C:6]([CH2:5][CH2:4][C:3]([OH:35])=[O:2])=[C:7]([CH3:34])[CH:8]=1)(=[O:33])[C:27]1[CH:28]=[CH:29][CH:30]=[CH:31][CH:32]=1. (8) Given the reactants [C:1]([NH:4][C:5]1[S:6][C:7]2[CH:13]=[CH:12][CH:11]=[C:10]([O:14][C:15]3[N:20]=[CH:19][N:18]=[C:17]([C:21]4[CH:26]=[CH:25][C:24]([C:27]([F:30])([F:29])[F:28])=[CH:23][C:22]=4[NH:31][C:32]([C@@H:34]4[CH2:38][CH2:37][CH2:36][NH:35]4)=[O:33])[CH:16]=3)[C:8]=2[N:9]=1)(=[O:3])[CH3:2].C(O[C:42]1(O[Si](C)(C)C)[CH2:44][CH2:43]1)C, predict the reaction product. The product is: [C:1]([NH:4][C:5]1[S:6][C:7]2[CH:13]=[CH:12][CH:11]=[C:10]([O:14][C:15]3[N:20]=[CH:19][N:18]=[C:17]([C:21]4[CH:26]=[CH:25][C:24]([C:27]([F:29])([F:30])[F:28])=[CH:23][C:22]=4[NH:31][C:32]([C@@H:34]4[CH2:38][CH2:37][CH2:36][N:35]4[CH:42]4[CH2:44][CH2:43]4)=[O:33])[CH:16]=3)[C:8]=2[N:9]=1)(=[O:3])[CH3:2].